From a dataset of Forward reaction prediction with 1.9M reactions from USPTO patents (1976-2016). Predict the product of the given reaction. The product is: [NH2:5][CH2:9][C@@H:10]([NH:22][C:23]([C:25]1[S:26][C:27]([Cl:36])=[C:28]([C:30]2[N:34]([CH3:35])[N:33]=[CH:32][CH:31]=2)[CH:29]=1)=[O:24])[CH2:11][C:12]1[CH:17]=[CH:16][CH:15]=[CH:14][C:13]=1[C:18]([F:21])([F:20])[F:19]. Given the reactants CC([N:5]([CH2:9][C@@H:10]([NH:22][C:23]([C:25]1[S:26][C:27]([Cl:36])=[C:28]([C:30]2[N:34]([CH3:35])[N:33]=[CH:32][CH:31]=2)[CH:29]=1)=[O:24])[CH2:11][C:12]1[CH:17]=[CH:16][CH:15]=[CH:14][C:13]=1[C:18]([F:21])([F:20])[F:19])C(=O)[O-])(C)C, predict the reaction product.